Dataset: Full USPTO retrosynthesis dataset with 1.9M reactions from patents (1976-2016). Task: Predict the reactants needed to synthesize the given product. (1) Given the product [F:1][C:2]1[CH:3]=[C:4]([CH:22]=[C:23]([C:25]([F:27])([F:26])[F:28])[CH:24]=1)[CH2:5][C@@H:6]1[CH2:11][C@H:10]([C:12]2[O:16][NH:15][C:14](=[O:17])[CH:13]=2)[CH2:9][CH2:8][NH:7]1, predict the reactants needed to synthesize it. The reactants are: [F:1][C:2]1[CH:3]=[C:4]([CH:22]=[C:23]([C:25]([F:28])([F:27])[F:26])[CH:24]=1)[CH2:5][C@@H:6]1[CH2:11][C@H:10]([C:12]2[O:16][NH:15][C:14](=[O:17])[CH:13]=2)[CH2:9][CH2:8][N:7]1C(OC)=O.Br. (2) Given the product [C:21]1([C@H:20]([NH:27][CH2:7][C:6]2[CH:9]=[CH:10][C:3]([CH2:1][CH3:2])=[C:4]([C:11]3[CH:16]=[CH:15][C:14]([O:17][CH3:18])=[CH:13][CH:12]=3)[CH:5]=2)[CH3:19])[CH:26]=[CH:25][CH:24]=[CH:23][CH:22]=1, predict the reactants needed to synthesize it. The reactants are: [CH2:1]([C:3]1[CH:10]=[CH:9][C:6]([CH:7]=O)=[CH:5][C:4]=1[C:11]1[CH:16]=[CH:15][C:14]([O:17][CH3:18])=[CH:13][CH:12]=1)[CH3:2].[CH3:19][C@@H:20]([NH2:27])[C:21]1[CH:26]=[CH:25][CH:24]=[CH:23][CH:22]=1. (3) Given the product [CH3:1][C:2]1[C:7]([NH:8][C:9]2[N:14]=[CH:13][CH:12]=[CH:11][C:10]=2[C:15]([OH:17])=[O:16])=[CH:6][CH:5]=[CH:4][C:3]=1[C:18]([F:20])([F:19])[F:21], predict the reactants needed to synthesize it. The reactants are: [CH3:1][C:2]1[C:7]([NH:8][C:9]2[N:14]=[CH:13][CH:12]=[CH:11][C:10]=2[C:15]([OH:17])=[O:16])=[CH:6][CH:5]=[CH:4][C:3]=1[C:18]([F:21])([F:20])[F:19].CNC[C@H](O)[C@@H](O)[C@H](O)[C@H](O)CO. (4) Given the product [O:24]1[CH2:4][CH:3]1[CH:2]([O:5][C:6]1[CH:11]=[CH:10][CH:9]=[CH:8][C:7]=1[NH:12][C:13](=[O:15])[CH3:14])[CH3:1], predict the reactants needed to synthesize it. The reactants are: [CH3:1][CH:2]([O:5][C:6]1[CH:11]=[CH:10][CH:9]=[CH:8][C:7]=1[NH:12][C:13](=[O:15])[CH3:14])[CH:3]=[CH2:4].ClC1C=CC=C(C(OO)=[O:24])C=1. (5) Given the product [CH3:26][O:25][C:23]([C:22]1[C:21]2[N:20]=[CH:2][NH:31][C:30]=2[CH:29]=[CH:28][CH:27]=1)=[O:24], predict the reactants needed to synthesize it. The reactants are: F[C:2]1C=CC=C(F)C=1C(NC1C(C(O)=O)=NNC=1)=O.[NH2:20][C:21]1[C:30]([NH2:31])=[CH:29][CH:28]=[CH:27][C:22]=1[C:23]([O:25][CH3:26])=[O:24].C(Cl)CCl.C1C=CC2N(O)N=NC=2C=1. (6) Given the product [Br:8][C:6]1[CH:7]=[C:2]([NH:26][C:27]2[CH:32]=[CH:20][C:30]([C:33]#[N:34])=[CH:29][CH:28]=2)[CH:3]=[C:4]([O:9][Si:10]([CH:17]([CH3:19])[CH3:18])([CH:14]([CH3:16])[CH3:15])[CH:11]([CH3:13])[CH3:12])[CH:5]=1, predict the reactants needed to synthesize it. The reactants are: Br[C:2]1[CH:3]=[C:4]([O:9][Si:10]([CH:17]([CH3:19])[CH3:18])([CH:14]([CH3:16])[CH3:15])[CH:11]([CH3:13])[CH3:12])[CH:5]=[C:6]([Br:8])[CH:7]=1.[C:20]([O-])([O-])=O.[Cs+].[Cs+].[NH2:26][C:27]1[CH:28]=[CH:29][C:30]([C:33]#[N:34])=N[CH:32]=1. (7) The reactants are: [OH:1][CH2:2][C@@H:3]1[C@@H:8]([OH:9])[C@H:7]([OH:10])[C@@H:6]([OH:11])[CH:5]([O:12][CH3:13])[O:4]1.[H-].[Na+].[CH2:16](Br)[C:17]1[CH:22]=[CH:21][CH:20]=[CH:19][CH:18]=1. Given the product [CH2:16]([O:9][C@H:8]1[C@H:7]([O:10][CH2:16][C:17]2[CH:22]=[CH:21][CH:20]=[CH:19][CH:18]=2)[C@@H:6]([O:11][CH2:16][C:17]2[CH:22]=[CH:21][CH:20]=[CH:19][CH:18]=2)[CH:5]([O:12][CH3:13])[O:4][C@@H:3]1[CH2:2][O:1][CH2:16][C:17]1[CH:22]=[CH:21][CH:20]=[CH:19][CH:18]=1)[C:17]1[CH:22]=[CH:21][CH:20]=[CH:19][CH:18]=1, predict the reactants needed to synthesize it. (8) Given the product [CH3:62][C:61]1[CH:60]=[C:59]([CH3:63])[NH:58][C:57](=[O:64])[C:56]=1[CH2:55][NH:54][C:19]([C:8]1[C:7]2[C:6]([CH3:22])=[N:5][N:4]([CH:1]([CH3:2])[CH3:3])[C:12]=2[CH:11]=[C:10]([C:13]2[CH:14]=[N:15][CH:16]=[CH:17][CH:18]=2)[CH:9]=1)=[O:21], predict the reactants needed to synthesize it. The reactants are: [CH:1]([N:4]1[C:12]2[CH:11]=[C:10]([C:13]3[CH:14]=[N:15][CH:16]=[CH:17][CH:18]=3)[CH:9]=[C:8]([C:19]([OH:21])=O)[C:7]=2[C:6]([CH3:22])=[N:5]1)([CH3:3])[CH3:2].CCN=C=NCCCN(C)C.Cl.C1C=CC2N(O)N=NC=2C=1.CCN(C(C)C)C(C)C.[NH2:54][CH2:55][C:56]1[C:57](=[O:64])[NH:58][C:59]([CH3:63])=[CH:60][C:61]=1[CH3:62]. (9) Given the product [CH2:56]([O:55][C:50](=[O:54])[CH2:51][CH:52]1[S:37][C:12]([C:9]2[NH:10][C:11]3[C:7]([CH:8]=2)=[CH:6][C:5]([O:15][C:16]([F:19])([F:18])[F:17])=[CH:4][C:3]=3[N:2]([CH3:1])[S:20]([C:23]2[S:24][CH:25]=[CH:26][CH:27]=2)(=[O:21])=[O:22])=[N:14][CH2:53]1)[CH3:57], predict the reactants needed to synthesize it. The reactants are: [CH3:1][N:2]([S:20]([C:23]1[S:24][CH:25]=[CH:26][CH:27]=1)(=[O:22])=[O:21])[C:3]1[CH:4]=[C:5]([O:15][C:16]([F:19])([F:18])[F:17])[CH:6]=[C:7]2[C:11]=1[NH:10][C:9]([C:12]([NH2:14])=O)=[CH:8]2.COC1C=CC(P2(SP(C3C=CC(OC)=CC=3)(=S)S2)=[S:37])=CC=1.[C:50]([O:55][CH2:56][CH3:57])(=[O:54])[C:51]#[C:52][CH3:53].C(P(CCCC)CCCC)CCC.